From a dataset of NCI-60 drug combinations with 297,098 pairs across 59 cell lines. Regression. Given two drug SMILES strings and cell line genomic features, predict the synergy score measuring deviation from expected non-interaction effect. (1) Drug 1: C1=C(C(=O)NC(=O)N1)N(CCCl)CCCl. Drug 2: C1=CC(=CC=C1CC(C(=O)O)N)N(CCCl)CCCl.Cl. Cell line: UO-31. Synergy scores: CSS=19.9, Synergy_ZIP=-6.57, Synergy_Bliss=0.869, Synergy_Loewe=1.45, Synergy_HSA=1.84. (2) Drug 1: CC12CCC3C(C1CCC2=O)CC(=C)C4=CC(=O)C=CC34C. Drug 2: C1=C(C(=O)NC(=O)N1)F. Cell line: RPMI-8226. Synergy scores: CSS=69.8, Synergy_ZIP=-9.99, Synergy_Bliss=-20.7, Synergy_Loewe=-19.3, Synergy_HSA=-18.7. (3) Drug 1: C1CCN(CC1)CCOC2=CC=C(C=C2)C(=O)C3=C(SC4=C3C=CC(=C4)O)C5=CC=C(C=C5)O. Drug 2: CC12CCC(CC1=CCC3C2CCC4(C3CC=C4C5=CN=CC=C5)C)O. Cell line: SNB-19. Synergy scores: CSS=1.30, Synergy_ZIP=0.467, Synergy_Bliss=1.29, Synergy_Loewe=0.0749, Synergy_HSA=0.0734. (4) Drug 1: CC1C(C(CC(O1)OC2CC(OC(C2O)C)OC3=CC4=CC5=C(C(=O)C(C(C5)C(C(=O)C(C(C)O)O)OC)OC6CC(C(C(O6)C)O)OC7CC(C(C(O7)C)O)OC8CC(C(C(O8)C)O)(C)O)C(=C4C(=C3C)O)O)O)O. Drug 2: COC1=NC(=NC2=C1N=CN2C3C(C(C(O3)CO)O)O)N. Cell line: RXF 393. Synergy scores: CSS=51.6, Synergy_ZIP=1.85, Synergy_Bliss=0.411, Synergy_Loewe=-0.0685, Synergy_HSA=0.0362. (5) Drug 1: CC1=C(C=C(C=C1)NC(=O)C2=CC=C(C=C2)CN3CCN(CC3)C)NC4=NC=CC(=N4)C5=CN=CC=C5. Drug 2: N.N.Cl[Pt+2]Cl. Cell line: RXF 393. Synergy scores: CSS=37.3, Synergy_ZIP=-1.74, Synergy_Bliss=-1.48, Synergy_Loewe=-19.4, Synergy_HSA=-0.936.